Dataset: Full USPTO retrosynthesis dataset with 1.9M reactions from patents (1976-2016). Task: Predict the reactants needed to synthesize the given product. (1) Given the product [CH3:34][C:23]1[CH:28]=[C:27]([CH3:29])[CH:26]=[C:25]([CH3:30])[C:24]=1[C:2]1[CH:3]=[CH:4][C:5]2[C:6]([C:48]3[C:3]([CH3:4])=[CH:2][C:19]([CH3:18])=[CH:47][C:45]=3[CH3:46])=[CH:7][C:8]3[C:17]([C:18]=2[CH:19]=1)=[CH:16][C:15]([C:24]1[C:25]([CH3:30])=[CH:26][C:27]([CH3:29])=[CH:28][C:23]=1[CH3:34])=[C:14]1[C:9]=3[CH:10]=[C:11]([C:24]2[C:25]([CH3:30])=[CH:26][C:27]([CH3:29])=[CH:28][C:23]=2[CH3:34])[CH:12]=[CH:13]1, predict the reactants needed to synthesize it. The reactants are: Br[C:2]1[CH:3]=[CH:4][C:5]2[C:6](Br)=[CH:7][C:8]3[C:17]([C:18]=2[CH:19]=1)=[CH:16][C:15](Br)=[C:14]1[C:9]=3[CH:10]=[C:11](Br)[CH:12]=[CH:13]1.[C:23]1([CH3:34])[CH:28]=[C:27]([CH3:29])[CH:26]=[C:25]([CH3:30])[C:24]=1B(O)O.[C:45](P([C:45]([CH3:48])([CH3:47])[CH3:46])C[Si](C)(C)C)([CH3:48])([CH3:47])[CH3:46].C(=O)([O-])[O-].[Cs+].[Cs+]. (2) Given the product [CH:1]1([CH2:4][O:5][C:6]2[CH:7]=[CH:8][C:9]3[C:13]([CH:14]=2)=[N:12][N:11]([C@H:15]2[CH2:20][CH2:19][C@H:18]([CH:21]=[O:22])[CH2:17][CH2:16]2)[CH:10]=3)[CH2:2][CH2:3]1, predict the reactants needed to synthesize it. The reactants are: [CH:1]1([CH2:4][O:5][C:6]2[CH:7]=[CH:8][C:9]3[C:13]([CH:14]=2)=[N:12][N:11]([C@H:15]2[CH2:20][CH2:19][C@H:18]([CH2:21][OH:22])[CH2:17][CH2:16]2)[CH:10]=3)[CH2:3][CH2:2]1.CC(OI1(OC(C)=O)(OC(C)=O)OC(=O)C2C=CC=CC1=2)=O. (3) The reactants are: C1C=CC(P(C2C=CC=CC=2)C2C=CC=CC=2)=CC=1.[Br:20][CH2:21][CH2:22][CH2:23][OH:24].[CH3:25][O:26][C:27](=[O:39])[C:28]1[CH:33]=[C:32]([Cl:34])[C:31]([N+:35]([O-:37])=[O:36])=[CH:30][C:29]=1O. Given the product [CH3:25][O:26][C:27](=[O:39])[C:28]1[CH:33]=[C:32]([Cl:34])[C:31]([N+:35]([O-:37])=[O:36])=[CH:30][C:29]=1[O:24][CH2:23][CH2:22][CH2:21][Br:20], predict the reactants needed to synthesize it. (4) Given the product [CH:1]1([C:4]2[C:12]3[C:11]([NH2:13])=[CH:10][CH:9]=[CH:8][C:7]=3[N:6]([CH2:16][C:17]3[CH:21]=[CH:20][N:19]([CH2:22][CH3:23])[N:18]=3)[N:5]=2)[CH2:2][CH2:3]1, predict the reactants needed to synthesize it. The reactants are: [CH:1]1([C:4]2[C:12]3[C:7](=[CH:8][CH:9]=[CH:10][C:11]=3[N+:13]([O-])=O)[N:6]([CH2:16][C:17]3[CH:21]=[CH:20][N:19]([CH2:22][CH3:23])[N:18]=3)[N:5]=2)[CH2:3][CH2:2]1.[NH4+].[Cl-]. (5) Given the product [CH:1]1([N:4]2[CH2:5][CH2:6][N:7]([C:10]3[N:15]=[N:14][C:13]([C:16]4[CH:17]=[C:18]([NH:22][C:26]([CH:23]5[CH2:25][CH2:24]5)=[O:27])[CH:19]=[CH:20][CH:21]=4)=[CH:12][CH:11]=3)[CH2:8][CH2:9]2)[CH2:3][CH2:2]1, predict the reactants needed to synthesize it. The reactants are: [CH:1]1([N:4]2[CH2:9][CH2:8][N:7]([C:10]3[N:15]=[N:14][C:13]([C:16]4[CH:17]=[C:18]([NH2:22])[CH:19]=[CH:20][CH:21]=4)=[CH:12][CH:11]=3)[CH2:6][CH2:5]2)[CH2:3][CH2:2]1.[CH:23]1([C:26](Cl)=[O:27])[CH2:25][CH2:24]1.